The task is: Binary Classification. Given a miRNA mature sequence and a target amino acid sequence, predict their likelihood of interaction.. This data is from Experimentally validated miRNA-target interactions with 360,000+ pairs, plus equal number of negative samples. (1) The miRNA is hsa-miR-4433a-3p with sequence ACAGGAGUGGGGGUGGGACAU. Result: 1 (interaction). The protein sequence of the target gene is MFRAPCHRLRARGTRKARAGAWRGCTFPCLGKGMERPAAREPHGPDALRRFQGLLLDRRGRLHGQVLRLREVARRLERLRRRSLVANVAGSSLSATGALAAIVGLSLSPVTLGTSLLVSAVGLGVATAGGAVTITSDLSLIFCNSRELRRVQEIAATCQDQMREILSCLEFFCRWQGCGDRQLLQCGRNASIALYNSVYFIVFFGSRGFLIPRRAEGDTKVSQAVLKAKIQKLAESLESCTGALDELSEQLESRVQLCTKSSRGHDLKISADQRAGLFF. (2) Result: 0 (no interaction). The miRNA is hsa-miR-6770-3p with sequence CUGGCGGCUGUGUCUUCACAG. The protein sequence of the target gene is MIQNVGNHLRRGLASVFSNRTSRKSALRAGNDSAMADGEGYRNPTEVQMSQLVLPCHTNQRGELSVGQLLKWIDTTACLSAERHAGCPCVTASMDDIYFEHTISVGQVVNIKAKVNRAFNSSMEVGIQVASEDLCSEKQWNVCKALATFVARREITKVKLKQITPRTEEEKMEHSVAAERRRMRLVYADTIKDLLANCAIQGDLESRDCSRMVPAEKTRVESVELVLPPHANHQGNTFGGQIMAWMENVATIAASRLCRAHPTLKAIEMFHFRGPSQVGDRLVLKAIVNNAFKHSMEVGV.... (3) The miRNA is mmu-miR-542-5p with sequence CUCGGGGAUCAUCAUGUCACGA. The protein sequence of the target gene is MSSTKLEDSLSRRNWSSASELNETQEPFLNPTDYDDEEFLRYLWREYLHPKEYEWVLIAGYIIVFVVALIGNVLVCVAVWKNHHMRTVTNYFIVNLSLADVLVTITCLPATLVVDITETWFFGQSLCKVIPYLQTVSVSVSVLTLSCIALDRWYAICHPLMFKSTAKRARNSIVVIWIVSCIIMIPQAIVMECSSMLPGLANKTTLFTVCDEHWGGEVYPKMYHICFFLVTYMAPLCLMILAYLQIFRKLWCRQIPGTSSVVQRKWKQQQPVSQPRGSGQQSKARISAVAAEIKQIRARR.... Result: 0 (no interaction). (4) The miRNA is hsa-miR-199a-5p with sequence CCCAGUGUUCAGACUACCUGUUC. The protein sequence of the target gene is MNDFGIKNMDQVAPVANSYRGTLKRQPAFDTFDGSLFAVFPSLNEEQTLQEVPTGLDSISHDSANCELPLLTPCSKAVMSQALKATFSGFKKEQRRLGIPKNPWLWSEQQVCQWLLWATNEFSLVNVNLQRFGMNGQMLCNLGKERFLELAPDFVGDILWEHLEQMIKENQEKTEDQYEENSHLTSVPHWINSNTLGFGTEQAPYGMQTQNYPKGGLLDSMCPASTPSVLSSEQEFQMFPKSRLSSVSVTYCSVSQDFPGSNLNLLTNNSGTPKDHDSPENGADSFESSDSLLQSWNSQS.... Result: 1 (interaction). (5) The miRNA is hsa-miR-4734 with sequence GCUGCGGGCUGCGGUCAGGGCG. The protein sequence of the target gene is MYPESTTGSPARLSLRQTGSPGMIYSTRYGSPKRQLQFYRNLGKSGLRVSCLGLGTWVTFGGQITDEMAEHLMTLAYDNGINLFDTAEVYAAGKAEVVLGNIIKKKGWRRSSLVITTKIFWGGKAETERGLSRKHIIEGLKASLERLQLEYVDVVFANRPDPNTPMEETVRAMTHVINQGMAMYWGTSRWSSMEIMEAYSVARQFNLIPPICEQAEYHMFQREKVEVQLPELFHKIGVGAMTWSPLACGIVSGKYDSGIPPYSRASLKGYQWLKDKILSEEGRRQQAKLKELQAIAERLG.... Result: 0 (no interaction). (6) The miRNA is hsa-miR-4714-3p with sequence CCAACCUAGGUGGUCAGAGUUG. The protein sequence of the target gene is MSTSFTMIGGEGPNSYREHSKYQGALVIAAKEKINEAISTKLDIDFTSNLVNIADFGCSSGPNTFTAVQTLIDAVENKYKKESNIEGIEFQVFFNDSSNNDFNTLFKTLPPARLYFASGVPGSFFGRVLPKNSLHVGVSSYSLHFVSKVPKEIKDRDSLVWNKDIHCSGSSKEVVKLYLGQYKIDVGSFLTARAQELVSGGLLLLLGSCRPTGVQMFETVEGMMIDFIGSSLNEIANQGLIDQQKLDTFKLPIYAPNVDELKQIIEDNKCFTIEAFEKISHAKGEYPLDPEYLTSAFKVT.... Result: 0 (no interaction). (7) The miRNA is mmu-miR-673-5p with sequence CUCACAGCUCUGGUCCUUGGAG. The protein sequence of the target gene is MSRRKQGNPQHLSQRELITPEADHVEATILEEDEGLEIEEPSSLGLMVGGPDPDLLTCGQCQMNFPLGDILVFIEHKKKQCGGLGPCYDKVLDKSSPPPSSRSELRRVSEPVEIGIQVTPDEDDHLLSPTKGICPKQENIAGPCRPAQLPSMAPIAASSSHPPTSVITSPLRALGVLPPCFPLPCCGARPISGDGTQGEGQMEAPFGCQCELSGKDEPSSYICTTCKQPFNSAWFLLQHAQNTHGFRIYLEPGPASTSLTPRLTIPPPLGPETVAQSPLMNFLGDSNPFNLLRMTGPILR.... Result: 0 (no interaction). (8) The miRNA is mmu-miR-7685-5p with sequence ACCUUCCGGUUUCUUCAAGUCUCC. The protein sequence of the target gene is MFRHVAQNLGSRNTSIQSYRLLRTRWERGYLKDLYHRRQILGADPAISRSSYPNWDYDSELYAFGHRIGAPEISEDQYIKALTNESFFQRADVEENVESAQPGAEVGTEHNAELVKRGEQNLSIWLKRYLRFHLAKAPEELIEAIDSHLLDDECLAGIASHLGIDHLVRTKEFPISQESSADAFRALAGVFSDEKVKNLVIDFIVPQLVDIDFADIYPLADPLAVVTDLLKSNGVTEIEPRVLRSAGENSAEPIYVVAIYADKLKNVGQSAGESLAIAVDMAAREALLRLWDITSEKVLF.... Result: 0 (no interaction). (9) The miRNA is rno-miR-429 with sequence UAAUACUGUCUGGUAAUGCCGU. The protein sequence of the target gene is MEIDQCLLESLPLGQRQRLVKRMRCEQIKAYYEREKVFQKQEGPLKRSKPGKRQKVRFGLADMIQDAVIHHHDKEVLQLLKEGADPHTLVSSGGSLLHLCARYDNVFIAEVLIDRGVNVNHQDEDFWTPMHIACACDNPDIVLLLILAGANVFLQDVNGNIPLDYAVEGTESSAILLAYLDEKGVDLSSLRQIKLQRPLSMLTDVRHFLSSGGDVNEKNDDGVTLLHMACASGYKEVVLLLLEHGGDLNGTDDRYWTPLHLAAKYGQTTLVKLLLAHQANPHLVNCNGEKPSDIAASESI.... Result: 0 (no interaction).